From a dataset of Forward reaction prediction with 1.9M reactions from USPTO patents (1976-2016). Predict the product of the given reaction. Given the reactants C(=O)([O-])[O-].[Cs+].[Cs+].N1C=CC=CC=1C(O)=O.I[C:17]1[CH:18]=[C:19]([CH3:24])[CH:20]=[C:21]([I:23])[CH:22]=1.[C:25]([O:35][C:36]([CH3:39])([CH3:38])[CH3:37])(=[O:34])[CH2:26][C:27]([O:29][C:30]([CH3:33])([CH3:32])[CH3:31])=[O:28], predict the reaction product. The product is: [I:23][C:21]1[CH:22]=[C:17]([CH:26]([C:27]([O:29][C:30]([CH3:33])([CH3:32])[CH3:31])=[O:28])[C:25]([O:35][C:36]([CH3:39])([CH3:37])[CH3:38])=[O:34])[CH:18]=[C:19]([CH3:24])[CH:20]=1.